Dataset: Full USPTO retrosynthesis dataset with 1.9M reactions from patents (1976-2016). Task: Predict the reactants needed to synthesize the given product. (1) Given the product [Br:1][C:2]1[CH:3]=[CH:4][CH:5]=[C:6]2[C:22]=1[C:9]1([CH2:10][CH2:11][NH:12][CH2:13][CH2:14]1)[CH2:8][CH:7]2[CH2:23][C:24]([O:26][CH2:27][CH3:28])=[O:25].[F:53][C:52]([F:55])([F:54])[C:50]([O-:56])=[O:51], predict the reactants needed to synthesize it. The reactants are: [Br:1][C:2]1[CH:3]=[CH:4][CH:5]=[C:6]2[C:22]=1[C:9]1([CH2:14][CH2:13][N:12](C(OC(C)(C)C)=O)[CH2:11][CH2:10]1)[CH2:8][CH:7]2[CH2:23][C:24]([O:26][CH2:27][CH3:28])=[O:25].BrC1C=CC=C2C=1C1(CCNCC1)CC2CC(OCC)=O.[C:50]([OH:56])([C:52]([F:55])([F:54])[F:53])=[O:51]. (2) Given the product [ClH:35].[ClH:35].[CH3:1][C:2]1[CH:7]=[CH:6][N:5]=[CH:4][C:3]=1[C:8]1[C:9](=[O:34])[NH:10][C:11](=[O:33])[N:12]([CH2:14][CH2:15][CH2:16][N:17]2[CH2:22][C@H:21]3[C@:19]([C:23]4[CH:24]=[CH:25][C:26]([C:29]([F:32])([F:31])[F:30])=[CH:27][CH:28]=4)([CH2:20]3)[CH2:18]2)[CH:13]=1, predict the reactants needed to synthesize it. The reactants are: [CH3:1][C:2]1[CH:7]=[CH:6][N:5]=[CH:4][C:3]=1[C:8]1[C:9](=[O:34])[NH:10][C:11](=[O:33])[N:12]([CH2:14][CH2:15][CH2:16][N:17]2[CH2:22][C@H:21]3[C@:19]([C:23]4[CH:28]=[CH:27][C:26]([C:29]([F:32])([F:31])[F:30])=[CH:25][CH:24]=4)([CH2:20]3)[CH2:18]2)[CH:13]=1.[ClH:35]. (3) Given the product [CH3:8][C:5]1[CH:4]=[C:3]2[C:2](=[CH:7][CH:6]=1)[O:1][CH:12]([C:13]1[CH:18]=[CH:17][CH:16]=[CH:15][CH:14]=1)[CH2:10][C:9]2=[O:11], predict the reactants needed to synthesize it. The reactants are: [OH:1][C:2]1[CH:7]=[CH:6][C:5]([CH3:8])=[CH:4][C:3]=1[C:9](=[O:11])[CH3:10].[CH:12](=O)[C:13]1[CH:18]=[CH:17][CH:16]=[CH:15][CH:14]=1. (4) Given the product [CH3:12][O:5][C:4](=[O:6])[C:3]1[CH:7]=[CH:8][C:9]([I:11])=[N:10][C:2]=1[Cl:1], predict the reactants needed to synthesize it. The reactants are: [Cl:1][C:2]1[N:10]=[C:9]([I:11])[CH:8]=[CH:7][C:3]=1[C:4]([OH:6])=[O:5].[CH3:12]N(C)C=O.C(Cl)(=O)C(Cl)=O.CO.